From a dataset of Catalyst prediction with 721,799 reactions and 888 catalyst types from USPTO. Predict which catalyst facilitates the given reaction. (1) Product: [Cl:18][CH:19]([C:23]1[CH:28]=[CH:27][CH:26]=[CH:25][CH:24]=1)[C:20]([NH:8][C:6]1[CH:5]=[CH:4][CH:3]=[C:2]([CH3:1])[N:7]=1)=[O:21]. The catalyst class is: 1. Reactant: [CH3:1][C:2]1[N:7]=[C:6]([NH2:8])[CH:5]=[CH:4][CH:3]=1.C(N(C(C)C)CC)(C)C.[Cl:18][CH:19]([C:23]1[CH:28]=[CH:27][CH:26]=[CH:25][CH:24]=1)[C:20](Cl)=[O:21]. (2) Reactant: [C:1]([N:8]1[CH2:15][CH:14]([OH:16])[CH2:13][C@H:9]1[C:10]([OH:12])=O)([O:3][C:4]([CH3:7])([CH3:6])[CH3:5])=[O:2].C(N=C=NC(C)C)(C)C.ON1C2C=CC=CC=2N=N1.[CH2:36]([CH:43]1[CH2:48][CH2:47][NH:46][CH2:45][CH2:44]1)[C:37]1[CH:42]=[CH:41][CH:40]=[CH:39][CH:38]=1. Product: [C:4]([O:3][C:1]([N:8]1[CH2:15][C@H:14]([OH:16])[CH2:13][C@H:9]1[C:10]([N:46]1[CH2:47][CH2:48][CH:43]([CH2:36][C:37]2[CH:42]=[CH:41][CH:40]=[CH:39][CH:38]=2)[CH2:44][CH2:45]1)=[O:12])=[O:2])([CH3:5])([CH3:6])[CH3:7]. The catalyst class is: 4. (3) Reactant: [CH3:1][N:2]([C@@H:10]1[CH2:14][CH2:13][N:12]([C:15]2[CH:20]=[CH:19][C:18]([N+:21]([O-:23])=[O:22])=[CH:17][CH:16]=2)[CH2:11]1)C(=O)OC(C)(C)C.FC(F)(F)C(O)=O. Product: [CH3:1][NH:2][C@@H:10]1[CH2:14][CH2:13][N:12]([C:15]2[CH:20]=[CH:19][C:18]([N+:21]([O-:23])=[O:22])=[CH:17][CH:16]=2)[CH2:11]1. The catalyst class is: 4. (4) Reactant: [CH3:1][O:2][C:3]1[CH:10]=[CH:9][C:6]([CH2:7][OH:8])=[CH:5][CH:4]=1.[H-].[Na+].[Br:13][C:14]1[CH:23]=[C:22]2[C:17]([C:18](Cl)=[N:19][C:20](Cl)=[N:21]2)=[CH:16][CH:15]=1. Product: [Br:13][C:14]1[CH:23]=[C:22]2[C:17]([C:18]([O:8][CH2:7][C:6]3[CH:9]=[CH:10][C:3]([O:2][CH3:1])=[CH:4][CH:5]=3)=[N:19][C:20]([O:8][CH2:7][C:6]3[CH:9]=[CH:10][C:3]([O:2][CH3:1])=[CH:4][CH:5]=3)=[N:21]2)=[CH:16][CH:15]=1. The catalyst class is: 11. (5) Reactant: [Br:1][C:2]1[CH:3]=[C:4]2[C:9](=[C:10]([CH3:12])[CH:11]=1)[N:8]=[C:7]([CH3:13])[C:6]([CH3:14])=[C:5]2[OH:15].[H-].[Na+].[CH2:18](Br)[C:19]1[CH:24]=[CH:23][CH:22]=[CH:21][CH:20]=1.O. Product: [CH2:18]([O:15][C:5]1[C:4]2[C:9](=[C:10]([CH3:12])[CH:11]=[C:2]([Br:1])[CH:3]=2)[N:8]=[C:7]([CH3:13])[C:6]=1[CH3:14])[C:19]1[CH:24]=[CH:23][CH:22]=[CH:21][CH:20]=1. The catalyst class is: 9.